From a dataset of NCI-60 drug combinations with 297,098 pairs across 59 cell lines. Regression. Given two drug SMILES strings and cell line genomic features, predict the synergy score measuring deviation from expected non-interaction effect. (1) Drug 1: CC1C(C(CC(O1)OC2CC(CC3=C2C(=C4C(=C3O)C(=O)C5=C(C4=O)C(=CC=C5)OC)O)(C(=O)CO)O)N)O.Cl. Drug 2: C1=CC(=CC=C1CCC2=CNC3=C2C(=O)NC(=N3)N)C(=O)NC(CCC(=O)O)C(=O)O. Cell line: HT29. Synergy scores: CSS=33.2, Synergy_ZIP=3.31, Synergy_Bliss=3.47, Synergy_Loewe=-15.5, Synergy_HSA=-1.95. (2) Cell line: SNB-19. Drug 1: CS(=O)(=O)C1=CC(=C(C=C1)C(=O)NC2=CC(=C(C=C2)Cl)C3=CC=CC=N3)Cl. Synergy scores: CSS=3.12, Synergy_ZIP=1.18, Synergy_Bliss=4.19, Synergy_Loewe=2.33, Synergy_HSA=2.60. Drug 2: CC1=C(C=C(C=C1)NC2=NC=CC(=N2)N(C)C3=CC4=NN(C(=C4C=C3)C)C)S(=O)(=O)N.Cl. (3) Drug 1: C1=CC(=CC=C1C#N)C(C2=CC=C(C=C2)C#N)N3C=NC=N3. Drug 2: CC(C)CN1C=NC2=C1C3=CC=CC=C3N=C2N. Cell line: RXF 393. Synergy scores: CSS=-1.50, Synergy_ZIP=1.22, Synergy_Bliss=0.0817, Synergy_Loewe=-2.09, Synergy_HSA=-1.64. (4) Drug 1: CC1CCC2CC(C(=CC=CC=CC(CC(C(=O)C(C(C(=CC(C(=O)CC(OC(=O)C3CCCCN3C(=O)C(=O)C1(O2)O)C(C)CC4CCC(C(C4)OC)OCCO)C)C)O)OC)C)C)C)OC. Drug 2: C(CC(=O)O)C(=O)CN.Cl. Cell line: NCI-H460. Synergy scores: CSS=20.5, Synergy_ZIP=-1.24, Synergy_Bliss=4.13, Synergy_Loewe=-6.92, Synergy_HSA=3.09. (5) Drug 1: C1CCC(CC1)NC(=O)N(CCCl)N=O. Drug 2: CC1=C(C(CCC1)(C)C)C=CC(=CC=CC(=CC(=O)O)C)C. Cell line: SNB-19. Synergy scores: CSS=19.8, Synergy_ZIP=-1.84, Synergy_Bliss=-2.69, Synergy_Loewe=-5.73, Synergy_HSA=-6.31. (6) Drug 2: CC(C)NC(=O)C1=CC=C(C=C1)CNNC.Cl. Synergy scores: CSS=-8.97, Synergy_ZIP=3.91, Synergy_Bliss=-0.538, Synergy_Loewe=-7.35, Synergy_HSA=-6.72. Drug 1: C1=NC2=C(N=C(N=C2N1C3C(C(C(O3)CO)O)O)F)N. Cell line: UACC-257. (7) Drug 1: C1=NC2=C(N1)C(=S)N=CN2. Synergy scores: CSS=2.75, Synergy_ZIP=1.11, Synergy_Bliss=2.52, Synergy_Loewe=1.96, Synergy_HSA=0.738. Cell line: ACHN. Drug 2: CCCCCOC(=O)NC1=NC(=O)N(C=C1F)C2C(C(C(O2)C)O)O. (8) Drug 1: CN(C)C1=NC(=NC(=N1)N(C)C)N(C)C. Drug 2: CC1=C(C(=O)C2=C(C1=O)N3CC4C(C3(C2COC(=O)N)OC)N4)N. Cell line: NCI-H322M. Synergy scores: CSS=6.07, Synergy_ZIP=-1.79, Synergy_Bliss=-0.709, Synergy_Loewe=-17.3, Synergy_HSA=-3.92. (9) Drug 1: CNC(=O)C1=CC=CC=C1SC2=CC3=C(C=C2)C(=NN3)C=CC4=CC=CC=N4. Drug 2: CN1C2=C(C=C(C=C2)N(CCCl)CCCl)N=C1CCCC(=O)O.Cl. Cell line: SK-OV-3. Synergy scores: CSS=2.53, Synergy_ZIP=1.65, Synergy_Bliss=3.59, Synergy_Loewe=1.83, Synergy_HSA=1.83. (10) Drug 1: CN(CC1=CN=C2C(=N1)C(=NC(=N2)N)N)C3=CC=C(C=C3)C(=O)NC(CCC(=O)O)C(=O)O. Drug 2: CC1=C(C(=O)C2=C(C1=O)N3CC4C(C3(C2COC(=O)N)OC)N4)N. Cell line: HOP-62. Synergy scores: CSS=52.3, Synergy_ZIP=-5.08, Synergy_Bliss=-6.39, Synergy_Loewe=-4.46, Synergy_HSA=-0.905.